From a dataset of Full USPTO retrosynthesis dataset with 1.9M reactions from patents (1976-2016). Predict the reactants needed to synthesize the given product. (1) Given the product [N:30]1[CH:31]=[CH:32][C:27]([C:24]2[N:23]=[C:22]([CH2:21][O:20][CH:17]3[CH2:18][CH2:19][N:14]([C:8]4[CH:9]=[N:10][CH:11]=[CH:12][CH:13]=4)[CH2:15][CH2:16]3)[O:26][N:25]=2)=[CH:28][CH:29]=1, predict the reactants needed to synthesize it. The reactants are: CC(C)([O-])C.[Na+].Cl[C:8]1[CH:9]=[N:10][CH:11]=[CH:12][CH:13]=1.[NH:14]1[CH2:19][CH2:18][CH:17]([O:20][CH2:21][C:22]2[O:26][N:25]=[C:24]([C:27]3[CH:32]=[CH:31][N:30]=[CH:29][CH:28]=3)[N:23]=2)[CH2:16][CH2:15]1. (2) Given the product [Br:12][C:13]1[CH:18]=[N:17][C:16]([N:19]2[C:27]3[C:22](=[CH:23][CH:24]=[C:25]([C:28]([N:30]4[CH2:31][CH2:32][O:33][CH2:34][CH2:35]4)=[O:29])[CH:26]=3)[C:21]([S:36]([CH3:37])=[O:6])=[CH:20]2)=[N:15][CH:14]=1, predict the reactants needed to synthesize it. The reactants are: ClC1C=C(C=CC=1)C(OO)=[O:6].[Br:12][C:13]1[CH:14]=[N:15][C:16]([N:19]2[C:27]3[C:22](=[CH:23][CH:24]=[C:25]([C:28]([N:30]4[CH2:35][CH2:34][O:33][CH2:32][CH2:31]4)=[O:29])[CH:26]=3)[C:21]([S:36][CH3:37])=[CH:20]2)=[N:17][CH:18]=1.S([O-])([O-])=O.[Na+].[Na+]. (3) The reactants are: [Cl:1][C:2]1[CH:7]=[CH:6][C:5]([C:8]2[C:14]3[CH:15]=[C:16]([O:19][C:20]([F:23])([F:22])[F:21])[CH:17]=[CH:18][C:13]=3[N:12]3[C:24]([CH3:27])=[N:25][N:26]=[C:11]3[C@H:10]([CH2:28][C:29]([OH:31])=O)[CH:9]=2)=[CH:4][CH:3]=1.[CH2:32]1[NH:37][CH2:36][CH2:35][N:34]2[C:38](=[O:41])[CH2:39][CH2:40][CH:33]12. Given the product [Cl:1][C:2]1[CH:7]=[CH:6][C:5]([C:8]2[C:14]3[CH:15]=[C:16]([O:19][C:20]([F:23])([F:21])[F:22])[CH:17]=[CH:18][C:13]=3[N:12]3[C:24]([CH3:27])=[N:25][N:26]=[C:11]3[C@H:10]([CH2:28][C:29]([N:37]3[CH2:36][CH2:35][N:34]4[C:38](=[O:41])[CH2:39][CH2:40][CH:33]4[CH2:32]3)=[O:31])[CH:9]=2)=[CH:4][CH:3]=1, predict the reactants needed to synthesize it. (4) Given the product [F:1][C:2]1[CH:7]=[CH:6][C:5]([CH3:8])=[CH:4][C:3]=1[NH:9][C:10]1[N:15]2[N:16]=[CH:17][C:18]([C:19]([NH:44][S:41]([CH:38]3[CH2:40][CH2:39]3)(=[O:43])=[O:42])=[O:20])=[C:14]2[N:13]=[CH:12][C:11]=1[C:22]([N:24]1[CH2:29][CH2:28][C:27]2([C:33]3[CH:34]=[CH:35][CH:36]=[CH:37][C:32]=3[O:31][CH2:30]2)[CH2:26][CH2:25]1)=[O:23], predict the reactants needed to synthesize it. The reactants are: [F:1][C:2]1[CH:7]=[CH:6][C:5]([CH3:8])=[CH:4][C:3]=1[NH:9][C:10]1[N:15]2[N:16]=[CH:17][C:18]([C:19](O)=[O:20])=[C:14]2[N:13]=[CH:12][C:11]=1[C:22]([N:24]1[CH2:29][CH2:28][C:27]2([C:33]3[CH:34]=[CH:35][CH:36]=[CH:37][C:32]=3[O:31][CH2:30]2)[CH2:26][CH2:25]1)=[O:23].[CH:38]1([S:41]([NH2:44])(=[O:43])=[O:42])[CH2:40][CH2:39]1. (5) Given the product [CH:8]([C:9]1[N:10]=[CH:11][C:12]([C:15]2[CH:29]=[CH:28][C:18]([O:19][CH2:20][C:21]([CH3:27])([CH3:26])[C:22]([O:24][CH3:25])=[O:23])=[CH:17][CH:16]=2)=[N:13][CH:14]=1)=[O:7], predict the reactants needed to synthesize it. The reactants are: C(Cl)(=O)C(Cl)=O.[OH:7][CH2:8][C:9]1[N:10]=[CH:11][C:12]([C:15]2[CH:29]=[CH:28][C:18]([O:19][CH2:20][C:21]([CH3:27])([CH3:26])[C:22]([O:24][CH3:25])=[O:23])=[CH:17][CH:16]=2)=[N:13][CH:14]=1.[Cl-].[NH4+]. (6) Given the product [Br:1][C:2]1[C:3]([CH3:16])=[N:4][C:5]([NH:32][NH2:33])=[CH:6][C:7]=1[C:8]1[CH:13]=[CH:12][C:11]([Cl:14])=[CH:10][CH:9]=1, predict the reactants needed to synthesize it. The reactants are: [Br:1][C:2]1[C:3]([CH3:16])=[N:4][C:5](Cl)=[CH:6][C:7]=1[C:8]1[CH:13]=[CH:12][C:11]([Cl:14])=[CH:10][CH:9]=1.BrC1C([NH:32][NH2:33])=NC(C)=CC=1C1C=CC(Cl)=CC=1.